This data is from Forward reaction prediction with 1.9M reactions from USPTO patents (1976-2016). The task is: Predict the product of the given reaction. (1) Given the reactants [NH2:1][C@H:2]1[C@@H:7]([OH:8])[CH2:6][C@H:5]([CH:9]([F:11])[F:10])[C@@H:4]([OH:12])[C@@H:3]1[OH:13].[C:14](N1C=CN=C1)(N1C=CN=C1)=[S:15], predict the reaction product. The product is: [F:11][CH:9]([F:10])[C@@H:5]1[C@@H:4]([OH:12])[C@H:3]([OH:13])[C@H:2]2[NH:1][C:14](=[S:15])[O:8][C@H:7]2[CH2:6]1. (2) Given the reactants I[C:2]1[CH:3]=[CH:4][CH:5]=[C:6]2[C:10]=1[C:9](=[O:11])[NH:8][CH2:7]2.C(N(CC)CC)C.C1(P(C2C=CC=CC=2)C2C=CC=CC=2)C=CC=CC=1.[CH3:38][Si:39]([C:42]#[CH:43])([CH3:41])[CH3:40], predict the reaction product. The product is: [CH3:38][Si:39]([C:42]#[C:43][C:2]1[CH:3]=[CH:4][CH:5]=[C:6]2[C:10]=1[C:9](=[O:11])[NH:8][CH2:7]2)([CH3:41])[CH3:40]. (3) Given the reactants Br[CH2:2][CH2:3][CH2:4][CH2:5][CH2:6][N:7]1[C:11]2[CH:12]=[CH:13][CH:14]=[CH:15][C:10]=2[N:9]([C:16]2[CH:21]=[CH:20][CH:19]=[CH:18][C:17]=2[F:22])[S:8]1(=[O:24])=[O:23].[CH3:25][CH:26]1[CH2:31][NH:30][CH2:29][CH:28]([CH3:32])[NH:27]1, predict the reaction product. The product is: [CH3:25][CH:26]1[NH:27][CH:28]([CH3:32])[CH2:29][N:30]([CH2:2][CH2:3][CH2:4][CH2:5][CH2:6][N:7]2[C:11]3[CH:12]=[CH:13][CH:14]=[CH:15][C:10]=3[N:9]([C:16]3[CH:21]=[CH:20][CH:19]=[CH:18][C:17]=3[F:22])[S:8]2(=[O:24])=[O:23])[CH2:31]1. (4) Given the reactants [CH2:1]([O:3][C:4](=[O:46])[CH2:5][CH2:6][CH2:7][O:8][C:9]1[CH:14]=[CH:13][CH:12]=[C:11]([CH2:15][CH2:16][CH2:17][CH2:18][CH2:19][CH2:20][O:21][C:22]2[CH:27]=[C:26](OS(C(F)(F)F)(=O)=O)[CH:25]=[C:24]([C:36](=[O:38])[CH3:37])[CH:23]=2)[C:10]=1[CH2:39][CH2:40][C:41]([O:43][CH2:44][CH3:45])=[O:42])[CH3:2].[F:47][C:48]1([F:60])[O:52][C:51]2[CH:53]=[CH:54][C:55](B(O)O)=[CH:56][C:50]=2[O:49]1.C(=O)([O-])[O-].[Na+].[Na+], predict the reaction product. The product is: [CH2:1]([O:3][C:4](=[O:46])[CH2:5][CH2:6][CH2:7][O:8][C:9]1[CH:14]=[CH:13][CH:12]=[C:11]([CH2:15][CH2:16][CH2:17][CH2:18][CH2:19][CH2:20][O:21][C:22]2[CH:27]=[C:26]([C:55]3[CH:54]=[CH:53][C:51]4[O:52][C:48]([F:60])([F:47])[O:49][C:50]=4[CH:56]=3)[CH:25]=[C:24]([C:36](=[O:38])[CH3:37])[CH:23]=2)[C:10]=1[CH2:39][CH2:40][C:41]([O:43][CH2:44][CH3:45])=[O:42])[CH3:2]. (5) Given the reactants [H-].[Na+].[C:3]([O:13][C:14]([CH3:17])([CH3:16])[CH3:15])(=[O:12])[CH2:4][C:5]([O:7][C:8]([CH3:11])([CH3:10])[CH3:9])=[O:6].F[C:19]1[CH:24]=[CH:23][C:22]([N+:25]([O-:27])=[O:26])=[C:21]([O:28][C:29]2[CH:34]=[CH:33][CH:32]=[CH:31][CH:30]=2)[C:20]=1[F:35], predict the reaction product. The product is: [F:35][C:20]1[C:21]([O:28][C:29]2[CH:34]=[CH:33][CH:32]=[CH:31][CH:30]=2)=[C:22]([N+:25]([O-:27])=[O:26])[CH:23]=[CH:24][C:19]=1[CH:4]([C:5]([O:7][C:8]([CH3:9])([CH3:10])[CH3:11])=[O:6])[C:3]([O:13][C:14]([CH3:17])([CH3:16])[CH3:15])=[O:12]. (6) Given the reactants Br[C:2]1[N:7]=[C:6]([C:8]2[N:12]3[CH:13]=[CH:14][N:15]=[C:16]([N:17]4[CH2:22][CH2:21][N:20]([CH3:23])[CH2:19][CH2:18]4)[C:11]3=[N:10][CH:9]=2)[CH:5]=[CH:4][CH:3]=1.[CH2:24]([NH2:31])[C:25]1[CH:30]=[CH:29][CH:28]=[CH:27][CH:26]=1.CN(C1C(C2C(P(C3CCCCC3)C3CCCCC3)=CC=CC=2)=CC=CC=1)C.CC([O-])(C)C.[Na+], predict the reaction product. The product is: [CH2:24]([NH:31][C:2]1[CH:3]=[CH:4][CH:5]=[C:6]([C:8]2[N:12]3[CH:13]=[CH:14][N:15]=[C:16]([N:17]4[CH2:22][CH2:21][N:20]([CH3:23])[CH2:19][CH2:18]4)[C:11]3=[N:10][CH:9]=2)[N:7]=1)[C:25]1[CH:30]=[CH:29][CH:28]=[CH:27][CH:26]=1. (7) Given the reactants [CH2:1]([Li:5])CCC.[S:6]1[CH:10]=[CH:9][N:8]=[CH:7]1.[CH3:11][C:12]1([CH3:42])[CH2:21][CH:20]=[C:19](C2C=CC(C)=CC=2)[C:18]2[CH:17]=[C:16]([C:29]#[C:30][C:31]3[CH:41]=[CH:40][C:34]([C:35]([O:37][CH2:38][CH3:39])=[O:36])=[CH:33][CH:32]=3)[CH:15]=[CH:14][C:13]1=2, predict the reaction product. The product is: [Li:5][C:1]1[S:6][CH:10]=[CH:9][N:8]=1.[CH3:42][C:12]1([CH3:11])[CH2:21][CH:20]=[C:19]([C:7]2[S:6][C:10]([CH3:1])=[CH:9][N:8]=2)[C:18]2[CH:17]=[C:16]([C:29]#[C:30][C:31]3[CH:32]=[CH:33][C:34]([C:35]([O:37][CH2:38][CH3:39])=[O:36])=[CH:40][CH:41]=3)[CH:15]=[CH:14][C:13]1=2. (8) Given the reactants [F:1][CH2:2][C@H:3]1[O:8][CH2:7][C@@H:6]([C:9]2[CH:14]=[CH:13][CH:12]=[CH:11][CH:10]=2)[NH:5][CH2:4]1.Br[C:16]1[CH:17]=[CH:18][C:19]2[O:20][CH2:21][C:22](=[O:26])[NH:23][C:24]=2[N:25]=1, predict the reaction product. The product is: [F:1][CH2:2][C@@H:3]1[CH2:4][N:5]([C:16]2[CH:17]=[CH:18][C:19]3[O:20][CH2:21][C:22](=[O:26])[NH:23][C:24]=3[N:25]=2)[C@H:6]([C:9]2[CH:10]=[CH:11][CH:12]=[CH:13][CH:14]=2)[CH2:7][O:8]1. (9) Given the reactants [N+:1]([O-:4])([O-:3])=[O:2].[In+3:5].[N+]([O-])([O-])=O.[N+]([O-])([O-])=O.[C:14]([O-:17])(=[O:16])[CH3:15].[Zn+2:18].[C:19]([O-:22])(=[O:21])[CH3:20].[N+]([O-])([O-])=O.[Ga+3:27].[N+]([O-])([O-])=O.[N+]([O-])([O-])=O, predict the reaction product. The product is: [N+:1]([O-:4])([O-:3])=[O:2].[In+3:5].[N+:1]([O-:4])([O-:3])=[O:2].[N+:1]([O-:4])([O-:3])=[O:2].[C:14]([O-:17])(=[O:16])[CH3:15].[Zn+2:18].[C:19]([O-:22])(=[O:21])[CH3:20].[N+:1]([O-:4])([O-:3])=[O:2].[Ga+3:27].[N+:1]([O-:4])([O-:3])=[O:2].[N+:1]([O-:4])([O-:3])=[O:2].[N+:1]([O-:4])([O-:3])=[O:2].[In+3:5].[N+:1]([O-:4])([O-:3])=[O:2].[N+:1]([O-:4])([O-:3])=[O:2].